This data is from Catalyst prediction with 721,799 reactions and 888 catalyst types from USPTO. The task is: Predict which catalyst facilitates the given reaction. Reactant: C([O-])([O-])=O.[K+].[K+].[C:7]1([C:13]2[O:17][N:16]=[C:15]([CH2:18]OS(C)(=O)=O)[CH:14]=2)[CH:12]=[CH:11][CH:10]=[CH:9][CH:8]=1.Cl.[NH2:25][CH2:26][C:27]([N:29]1[CH2:34][CH2:33][N:32]([C:35](=[O:46])[C:36]2[CH:41]=[CH:40][CH:39]=[CH:38][C:37]=2[C:42]([F:45])([F:44])[F:43])[CH2:31][CH2:30]1)=[O:28].O. Product: [C:7]1([C:13]2[O:17][N:16]=[C:15]([CH2:18][NH:25][CH2:26][C:27]([N:29]3[CH2:30][CH2:31][N:32]([C:35](=[O:46])[C:36]4[CH:41]=[CH:40][CH:39]=[CH:38][C:37]=4[C:42]([F:45])([F:43])[F:44])[CH2:33][CH2:34]3)=[O:28])[CH:14]=2)[CH:8]=[CH:9][CH:10]=[CH:11][CH:12]=1. The catalyst class is: 3.